From a dataset of Reaction yield outcomes from USPTO patents with 853,638 reactions. Predict the reaction yield, written as a fraction of the theoretical maximum amount of product (1.0 means a 100% yield; for example, 0.34 means a 34% yield). (1) The yield is 0.420. The reactants are [N:1]1[CH:6]=[C:5]([C:7]([C:9]2[CH:10]=[C:11]3[C:16](=[C:17]([C:19]([OH:21])=O)[CH:18]=2)[N:15]=[CH:14][CH:13]=[CH:12]3)=[O:8])[CH:4]=[N:3][CH:2]=1.[F:22][C:23]1[CH:24]=[CH:25][C:26]([NH2:29])=[N:27][CH:28]=1.P(Cl)(Cl)(Cl)=O. The catalyst is N1C=CC=CC=1. The product is [F:22][C:23]1[CH:24]=[CH:25][C:26]([NH:29][C:19]([C:17]2[CH:18]=[C:9]([C:7]([C:5]3[CH:6]=[N:1][CH:2]=[N:3][CH:4]=3)=[O:8])[CH:10]=[C:11]3[C:16]=2[N:15]=[CH:14][CH:13]=[CH:12]3)=[O:21])=[N:27][CH:28]=1. (2) The reactants are [H-].[Na+].[O:3]([CH2:10][C:11]1[CH:20]=[C:14]2[C:15](=[O:19])[NH:16][CH2:17][CH2:18][N:13]2[N:12]=1)[C:4]1[CH:9]=[CH:8][CH:7]=[CH:6][CH:5]=1.I[CH3:22].[NH4+].[Cl-]. The catalyst is CN(C=O)C. The product is [CH3:22][N:16]1[CH2:17][CH2:18][N:13]2[N:12]=[C:11]([CH2:10][O:3][C:4]3[CH:5]=[CH:6][CH:7]=[CH:8][CH:9]=3)[CH:20]=[C:14]2[C:15]1=[O:19]. The yield is 0.970. (3) The reactants are [C:1]([O:5][C:6]([N:8]([CH3:32])[C:9]1[N:14]=[C:13]([CH2:15][CH:16]2[CH2:21][CH2:20][N:19](C(OCC3C=CC=CC=3)=O)[CH2:18][CH2:17]2)[CH:12]=[CH:11][CH:10]=1)=[O:7])([CH3:4])([CH3:3])[CH3:2]. The catalyst is C(O)C.[Pd]. The product is [CH3:32][N:8]([C:9]1[CH:10]=[CH:11][CH:12]=[C:13]([CH2:15][CH:16]2[CH2:17][CH2:18][NH:19][CH2:20][CH2:21]2)[N:14]=1)[C:6](=[O:7])[O:5][C:1]([CH3:4])([CH3:2])[CH3:3]. The yield is 0.980. (4) The reactants are [C:1]([C@H:5]1[CH2:10][CH2:9][C@H:8]([O:11][C:12]2[C:13]([C:29]3[CH:34]=[CH:33][C:32](OC(F)(F)F)=[CH:31][CH:30]=3)=[C:14]3[C:19](=[CH:20][CH:21]=2)[CH:18]=[C:17]([C@:22]2([CH3:28])[CH2:26][O:25][C:24](=[O:27])[NH:23]2)[CH:16]=[CH:15]3)[CH2:7][CH2:6]1)([CH3:4])([CH3:3])[CH3:2].[Cl:40]C1C=CC(B(O)O)=CC=1. The product is [C:1]([C@H:5]1[CH2:10][CH2:9][C@H:8]([O:11][C:12]2[C:13]([C:29]3[CH:34]=[CH:33][C:32]([Cl:40])=[CH:31][CH:30]=3)=[C:14]3[C:19](=[CH:20][CH:21]=2)[CH:18]=[C:17]([C@:22]2([CH3:28])[CH2:26][O:25][C:24](=[O:27])[NH:23]2)[CH:16]=[CH:15]3)[CH2:7][CH2:6]1)([CH3:4])([CH3:3])[CH3:2]. No catalyst specified. The yield is 0.760. (5) The reactants are [NH:1]1[C:9]2[CH:8]=[CH:7][CH:6]=[C:5]([C:10]([OH:12])=[O:11])[C:4]=2[CH:3]=[CH:2]1.Cl.[CH3:14]N(C)CCCN=C=NCC.CO. The catalyst is ClCCl. The product is [NH:1]1[C:9]2[CH:8]=[CH:7][CH:6]=[C:5]([C:10]([O:12][CH3:14])=[O:11])[C:4]=2[CH:3]=[CH:2]1. The yield is 0.790.